From a dataset of Reaction yield outcomes from USPTO patents with 853,638 reactions. Predict the reaction yield, written as a fraction of the theoretical maximum amount of product (1.0 means a 100% yield; for example, 0.34 means a 34% yield). The product is [CH3:32][N:33]1[CH2:34][CH2:35][N:36]([C:39]2[CH:44]=[CH:43][C:42]([NH:45][CH:2]=[C:3]3[C:11]4[C:6](=[CH:7][C:8]([C:12]([C:14]5[CH:15]=[C:16]([NH:20][C:21]([C:23]6[C:24]([CH3:30])=[N:25][N:26]([CH2:28][CH3:29])[CH:27]=6)=[O:22])[CH:17]=[CH:18][CH:19]=5)=[O:13])=[CH:9][CH:10]=4)[NH:5][C:4]3=[O:31])=[CH:41][CH:40]=2)[CH2:37][CH2:38]1. The catalyst is C1COCC1. The reactants are O[CH:2]=[C:3]1[C:11]2[C:6](=[CH:7][C:8]([C:12]([C:14]3[CH:15]=[C:16]([NH:20][C:21]([C:23]4[C:24]([CH3:30])=[N:25][N:26]([CH2:28][CH3:29])[CH:27]=4)=[O:22])[CH:17]=[CH:18][CH:19]=3)=[O:13])=[CH:9][CH:10]=2)[NH:5][C:4]1=[O:31].[CH3:32][N:33]1[CH2:38][CH2:37][N:36]([C:39]2[CH:44]=[CH:43][C:42]([NH2:45])=[CH:41][CH:40]=2)[CH2:35][CH2:34]1. The yield is 0.580.